This data is from TCR-epitope binding with 47,182 pairs between 192 epitopes and 23,139 TCRs. The task is: Binary Classification. Given a T-cell receptor sequence (or CDR3 region) and an epitope sequence, predict whether binding occurs between them. (1) The epitope is VTIAEILLI. The TCR CDR3 sequence is CSVWDGRAYEQYF. Result: 1 (the TCR binds to the epitope). (2) The epitope is TTLPVNVAF. The TCR CDR3 sequence is CASSQGTSFFEQFF. Result: 0 (the TCR does not bind to the epitope). (3) The epitope is PROT_97E67BCC. The TCR CDR3 sequence is CASSDRASGGDTQYF. Result: 1 (the TCR binds to the epitope). (4) The epitope is RAKFKQLL. The TCR CDR3 sequence is CASSHVGDRTSPLHF. Result: 1 (the TCR binds to the epitope). (5) The epitope is NLNESLIDL. The TCR CDR3 sequence is CASSFFPGELFF. Result: 0 (the TCR does not bind to the epitope). (6) The epitope is EEHVQIHTI. The TCR CDR3 sequence is CASSQDRGPDTQYF. Result: 0 (the TCR does not bind to the epitope). (7) The epitope is GTSGSPIVNR. The TCR CDR3 sequence is CATSSPNSAGGYNEQFF. Result: 1 (the TCR binds to the epitope). (8) The epitope is VTEHDTLLY. The TCR CDR3 sequence is CASSQGGSDTQYF. Result: 1 (the TCR binds to the epitope). (9) The epitope is LSDDAVVCFNSTY. The TCR CDR3 sequence is CASSSREGPSQETQYF. Result: 0 (the TCR does not bind to the epitope).